From a dataset of TCR-epitope binding with 47,182 pairs between 192 epitopes and 23,139 TCRs. Binary Classification. Given a T-cell receptor sequence (or CDR3 region) and an epitope sequence, predict whether binding occurs between them. (1) Result: 1 (the TCR binds to the epitope). The epitope is PROT_97E67BCC. The TCR CDR3 sequence is CASSRTVSGNQPQHF. (2) The epitope is DATYQRTRALVR. The TCR CDR3 sequence is CSALYPLAGPGNEQFF. Result: 1 (the TCR binds to the epitope). (3) The epitope is FLYALALLL. The TCR CDR3 sequence is CASSSTAGTAYYEQYF. Result: 0 (the TCR does not bind to the epitope). (4) The epitope is HTTDPSFLGRY. The TCR CDR3 sequence is CASSPPSGQGGEQFF. Result: 0 (the TCR does not bind to the epitope).